Dataset: Reaction yield outcomes from USPTO patents with 853,638 reactions. Task: Predict the reaction yield, written as a fraction of the theoretical maximum amount of product (1.0 means a 100% yield; for example, 0.34 means a 34% yield). (1) The reactants are [F:1][C:2]1[CH:8]=[CH:7][C:5]([NH2:6])=[CH:4][CH:3]=1.N1C=CC=CC=1.[C:15]1([CH3:25])[CH:20]=[CH:19][C:18]([S:21](Cl)(=[O:23])=[O:22])=[CH:17][CH:16]=1.O. The catalyst is C(#N)C. The product is [F:1][C:2]1[CH:8]=[CH:7][C:5]([NH:6][S:21]([C:18]2[CH:19]=[CH:20][C:15]([CH3:25])=[CH:16][CH:17]=2)(=[O:23])=[O:22])=[CH:4][CH:3]=1. The yield is 1.02. (2) The reactants are C(OC([N:8]1[CH:12]=[C:11]([C:13]2[CH:14]=[C:15]3[C:20](=[CH:21][CH:22]=2)[N:19]=[C:18]([NH:23][CH2:24][C:25]2[CH:30]=[CH:29][CH:28]=[CH:27][CH:26]=2)[CH:17]=[N:16]3)[CH:10]=[N:9]1)=O)(C)(C)C.Cl. The catalyst is O1CCOCC1. The product is [CH2:24]([NH:23][C:18]1[CH:17]=[N:16][C:15]2[C:20](=[CH:21][CH:22]=[C:13]([C:11]3[CH:10]=[N:9][NH:8][CH:12]=3)[CH:14]=2)[N:19]=1)[C:25]1[CH:30]=[CH:29][CH:28]=[CH:27][CH:26]=1. The yield is 0.270.